This data is from Full USPTO retrosynthesis dataset with 1.9M reactions from patents (1976-2016). The task is: Predict the reactants needed to synthesize the given product. (1) Given the product [CH:21]1([N:15]([CH:16]2[CH2:20][CH2:19][CH2:18][CH2:17]2)[C:13](=[O:14])[NH:12][C:10]2[S:11][C:7]([S:6][CH2:5][C:4]([OH:28])=[O:3])=[CH:8][N:9]=2)[CH2:22][CH2:23][CH2:24][CH2:25][CH2:26][CH2:27]1, predict the reactants needed to synthesize it. The reactants are: C([O:3][C:4](=[O:28])[CH2:5][S:6][C:7]1[S:11][C:10]([NH:12][C:13]([N:15]([CH:21]2[CH2:27][CH2:26][CH2:25][CH2:24][CH2:23][CH2:22]2)[CH:16]2[CH2:20][CH2:19][CH2:18][CH2:17]2)=[O:14])=[N:9][CH:8]=1)C.C1(NC2CCCC2)CCCCCC1.NC1SC=NC=1.C(OC(=O)CS)C. (2) The reactants are: [NH2:1][C:2]1[O:3][CH2:4][C:5]2([CH:15]3[C@@:10]([CH3:16])([CH2:11][CH2:12][O:13][CH2:14]3)[CH2:9][C:8]3[CH:17]=[CH:18][C:19]([OH:21])=[CH:20][C:7]2=3)[N:6]=1.[CH3:22][N:23]([CH3:26])[CH:24]=O. Given the product [OH:21][C:19]1[CH:18]=[CH:17][C:8]2[CH2:9][C@@:10]3([CH3:16])[CH:15]([C:5]4([CH2:4][O:3][C:2](/[N:1]=[CH:22]/[N:23]([CH3:26])[CH3:24])=[N:6]4)[C:7]=2[CH:20]=1)[CH2:14][O:13][CH2:12][CH2:11]3, predict the reactants needed to synthesize it. (3) Given the product [C:5]1([C:3]2([C:11]3[CH:16]=[CH:15][CH:14]=[CH:13][CH:12]=3)[CH2:4][C:2]2([P:24]([C:29]([CH3:32])([CH3:31])[CH3:30])[C:25]([CH3:28])([CH3:27])[CH3:26])[CH3:17])[CH:10]=[CH:9][CH:8]=[CH:7][CH:6]=1, predict the reactants needed to synthesize it. The reactants are: Cl[C:2]1([CH3:17])[CH2:4][C:3]1([C:11]1[CH:16]=[CH:15][CH:14]=[CH:13][CH:12]=1)[C:5]1[CH:10]=[CH:9][CH:8]=[CH:7][CH:6]=1.[Mg].II.[Br-].[Li+].Cl[P:24]([C:29]([CH3:32])([CH3:31])[CH3:30])[C:25]([CH3:28])([CH3:27])[CH3:26]. (4) Given the product [Cl:22][C:23]1[CH:28]=[C:27]([C:2]2[CH:3]=[CH:4][C:5]3[N:11]4[CH2:10][CH2:9][CH:8]([CH2:13][CH2:12]4)[N:7]([C:14]([O:16][C:17]([CH3:20])([CH3:18])[CH3:19])=[O:15])[C:6]=3[N:21]=2)[CH:26]=[CH:25][CH:24]=1, predict the reactants needed to synthesize it. The reactants are: Cl[C:2]1[CH:3]=[CH:4][C:5]2[N:11]3[CH2:12][CH2:13][CH:8]([CH2:9][CH2:10]3)[N:7]([C:14]([O:16][C:17]([CH3:20])([CH3:19])[CH3:18])=[O:15])[C:6]=2[N:21]=1.[Cl:22][C:23]1[CH:24]=[C:25](B(O)O)[CH:26]=[CH:27][CH:28]=1.C([O-])([O-])=O.[Cs+].[Cs+]. (5) Given the product [CH3:1][C:2]1[CH:7]=[C:6]([O:8][CH2:9][C:10]2([CH3:14])[CH2:13][O:12][CH2:11]2)[CH:5]=[CH:4][C:3]=1[C:15]1[C:19]2[CH:20]=[C:21]([O:24][CH2:25][C:26]3[CH:27]=[CH:28][C:29]([C@@H:32]([C:39]#[C:40][CH3:41])[CH2:33][C:34]([OH:36])=[O:35])=[CH:30][CH:31]=3)[CH:22]=[CH:23][C:18]=2[S:17][CH:16]=1, predict the reactants needed to synthesize it. The reactants are: [CH3:1][C:2]1[CH:7]=[C:6]([O:8][CH2:9][C:10]2([CH3:14])[CH2:13][O:12][CH2:11]2)[CH:5]=[CH:4][C:3]=1[C:15]1[C:19]2[CH:20]=[C:21]([O:24][CH2:25][C:26]3[CH:31]=[CH:30][C:29]([C@@H:32]([C:39]#[C:40][CH3:41])[CH2:33][C:34]([O:36]CC)=[O:35])=[CH:28][CH:27]=3)[CH:22]=[CH:23][C:18]=2[S:17][CH:16]=1.[Li+].[OH-].Cl.N. (6) Given the product [Cl:1][C:2]1[CH:3]=[C:4]2[C:12](=[C:13]([NH:15][C:16]([CH:18]3[CH2:19][O:20][C:21]([CH3:28])([CH3:29])[CH2:22][N:23]3[CH2:24][C:25]([N:30]3[CH2:35][CH2:34][CH:33]([CH2:36][OH:37])[CH2:32][CH2:31]3)=[O:27])=[O:17])[CH:14]=1)[NH:11][C:10]1[CH:9]=[N:8][CH:7]=[CH:6][C:5]2=1, predict the reactants needed to synthesize it. The reactants are: [Cl:1][C:2]1[CH:3]=[C:4]2[C:12](=[C:13]([NH:15][C:16]([CH:18]3[N:23]([CH2:24][C:25]([OH:27])=O)[CH2:22][C:21]([CH3:29])([CH3:28])[O:20][CH2:19]3)=[O:17])[CH:14]=1)[NH:11][C:10]1[CH:9]=[N:8][CH:7]=[CH:6][C:5]2=1.[NH:30]1[CH2:35][CH2:34][CH:33]([CH2:36][OH:37])[CH2:32][CH2:31]1.C(Cl)CCl.O. (7) Given the product [C:40]([C:37]1[CH:36]=[CH:35][C:34](/[C:15](/[C:10]2[N:11]=[C:12]([O:13][CH3:14])[C:7]([C:4]#[N:5])=[CH:8][CH:9]=2)=[CH:16]\[C@H:17]2[CH2:18][CH2:19][C:20](=[O:33])[N:21]2[CH2:22][C:23]2[CH:28]=[CH:27][C:26]([O:29][CH3:30])=[CH:25][C:24]=2[O:31][CH3:32])=[CH:39][CH:38]=1)([CH3:43])([CH3:41])[CH3:42], predict the reactants needed to synthesize it. The reactants are: [Cu]([C:4]#[N:5])C#N.Br[C:7]1[CH:8]=[CH:9][C:10](/[C:15](/[C:34]2[CH:39]=[CH:38][C:37]([C:40]([CH3:43])([CH3:42])[CH3:41])=[CH:36][CH:35]=2)=[CH:16]/[C@@H:17]2[N:21]([CH2:22][C:23]3[CH:28]=[CH:27][C:26]([O:29][CH3:30])=[CH:25][C:24]=3[O:31][CH3:32])[C:20](=[O:33])[CH2:19][CH2:18]2)=[N:11][C:12]=1[O:13][CH3:14].O. (8) Given the product [NH2:23][C@@:22]([C:17]1[CH:16]=[CH:15][C:14]2[C:19](=[CH:20][CH:21]=[C:12]([O:11][C@H:8]3[CH2:7][CH2:6][C@H:5]([C:1]([CH3:4])([CH3:3])[CH3:2])[CH2:10][CH2:9]3)[CH:13]=2)[CH:18]=1)([CH3:28])[CH2:26][OH:25], predict the reactants needed to synthesize it. The reactants are: [C:1]([C@H:5]1[CH2:10][CH2:9][C@H:8]([O:11][C:12]2[CH:13]=[C:14]3[C:19](=[CH:20][CH:21]=2)[CH:18]=[C:17]([C@:22]2([CH3:28])[CH2:26][O:25]C(=O)[NH:23]2)[CH:16]=[CH:15]3)[CH2:7][CH2:6]1)([CH3:4])([CH3:3])[CH3:2].C(O)C.O.[OH-].[Li+].